The task is: Predict which catalyst facilitates the given reaction.. This data is from Catalyst prediction with 721,799 reactions and 888 catalyst types from USPTO. (1) Reactant: [CH:1]([C:4]1[C:5]([CH3:11])=[N+:6]([O-])[CH:7]=[CH:8][CH:9]=1)([CH3:3])[CH3:2].C(OC(C(F)(F)F)=O)(C(F)(F)F)=[O:13]. Product: [CH:1]([C:4]1[C:5]([CH2:11][OH:13])=[N:6][CH:7]=[CH:8][CH:9]=1)([CH3:3])[CH3:2]. The catalyst class is: 2. (2) Reactant: [Cl:1][C:2]1[CH:3]=[C:4]([C@@H:8]2[C@@H:13]([C:14]3[CH:19]=[CH:18][C:17]([Cl:20])=[CH:16][CH:15]=3)[N:12]([CH2:21][CH:22]3[CH2:24][CH2:23]3)[C:11](=[O:25])[C:10]([CH2:39][CH:40]=O)([CH2:26][CH2:27][O:28][Si](C(C)C)(C(C)C)C(C)C)[CH2:9]2)[CH:5]=[CH:6][CH:7]=1.[NH:42]1[CH2:47][CH2:46][O:45][CH2:44][CH2:43]1.C(O[BH-](OC(=O)C)OC(=O)C)(=O)C.[Na+].C(O)(=O)C. Product: [Cl:1][C:2]1[CH:3]=[C:4]([C@@H:8]2[C@@H:13]([C:14]3[CH:19]=[CH:18][C:17]([Cl:20])=[CH:16][CH:15]=3)[N:12]([CH2:21][CH:22]3[CH2:23][CH2:24]3)[C:11](=[O:25])[C:10]([CH2:26][CH2:27][OH:28])([CH2:39][CH2:40][N:42]3[CH2:47][CH2:46][O:45][CH2:44][CH2:43]3)[CH2:9]2)[CH:5]=[CH:6][CH:7]=1. The catalyst class is: 825. (3) Reactant: CC(C[AlH]CC(C)C)C.[C:10]([C:12]1[CH:13]=[C:14]([S:18]([N:21]([CH3:23])[CH3:22])(=[O:20])=[O:19])[CH:15]=[CH:16][CH:17]=1)#N.C[OH:25].Cl. Product: [CH:10]([C:12]1[CH:13]=[C:14]([S:18]([N:21]([CH3:23])[CH3:22])(=[O:20])=[O:19])[CH:15]=[CH:16][CH:17]=1)=[O:25]. The catalyst class is: 268. (4) Reactant: [Br:1]N1C(=O)CCC1=O.[CH3:9][C:10]1[N:11]=[CH:12][N:13]2[CH2:18][CH2:17][CH2:16][C:15](=[O:19])[C:14]=12. Product: [Br:1][C:12]1[N:13]2[CH2:18][CH2:17][CH2:16][C:15](=[O:19])[C:14]2=[C:10]([CH3:9])[N:11]=1. The catalyst class is: 10. (5) Reactant: [CH3:1][N:2]([CH3:33])[CH2:3][CH2:4][NH:5][S:6]([C:9]1[CH:14]=[CH:13][CH:12]=[C:11]([C:15]#[C:16][C:17]2[CH:18]=[N:19][N:20]([CH3:32])[C:21]=2[C:22]2[CH:27]=[CH:26][C:25]([C:28]([F:31])([F:30])[F:29])=[CH:24][CH:23]=2)[CH:10]=1)(=[O:8])=[O:7].[ClH:34].C(OCC)(=O)C. Product: [ClH:34].[CH3:33][N:2]([CH3:1])[CH2:3][CH2:4][NH:5][S:6]([C:9]1[CH:14]=[CH:13][CH:12]=[C:11]([C:15]#[C:16][C:17]2[CH:18]=[N:19][N:20]([CH3:32])[C:21]=2[C:22]2[CH:23]=[CH:24][C:25]([C:28]([F:29])([F:30])[F:31])=[CH:26][CH:27]=2)[CH:10]=1)(=[O:7])=[O:8]. The catalyst class is: 13.